This data is from Forward reaction prediction with 1.9M reactions from USPTO patents (1976-2016). The task is: Predict the product of the given reaction. (1) Given the reactants [Cl:1][C:2]1[CH:7]=[CH:6][C:5]([C:8]2[C:12]3[CH2:13][N:14]([S:17]([CH3:20])(=[O:19])=[O:18])[CH2:15][CH2:16][C:11]=3[N:10]([CH2:21][CH2:22][CH2:23][N:24]3[CH2:29][CH2:28][O:27][CH2:26][CH2:25]3)[N:9]=2)=[CH:4][C:3]=1[C:30]#[C:31][C:32]1[CH:39]=[CH:38][C:35]([CH2:36][NH2:37])=[CH:34][CH:33]=1.[CH:40](=O)[C:41]1[CH:46]=[CH:45][CH:44]=[CH:43][CH:42]=1.[BH-](OC(C)=O)(OC(C)=O)OC(C)=O.[Na+], predict the reaction product. The product is: [CH2:40]([NH:37][CH2:36][C:35]1[CH:34]=[CH:33][C:32]([C:31]#[C:30][C:3]2[CH:4]=[C:5]([C:8]3[C:12]4[CH2:13][N:14]([S:17]([CH3:20])(=[O:18])=[O:19])[CH2:15][CH2:16][C:11]=4[N:10]([CH2:21][CH2:22][CH2:23][N:24]4[CH2:25][CH2:26][O:27][CH2:28][CH2:29]4)[N:9]=3)[CH:6]=[CH:7][C:2]=2[Cl:1])=[CH:39][CH:38]=1)[C:41]1[CH:46]=[CH:45][CH:44]=[CH:43][CH:42]=1. (2) Given the reactants S(Cl)([Cl:3])=O.[OH:5][C:6]1[CH:11]=[CH:10][C:9]([S:12]([O-:15])(=O)=[O:13])=[CH:8][CH:7]=1.[Na+], predict the reaction product. The product is: [OH:5][C:6]1[CH:11]=[CH:10][C:9]([S:12]([Cl:3])(=[O:15])=[O:13])=[CH:8][CH:7]=1. (3) Given the reactants Br[C:2]1[C:6]([N:7]([CH3:9])[CH3:8])=[C:5]([C:10]2[CH:15]=[CH:14][C:13]([Cl:16])=[CH:12][CH:11]=2)[S:4][C:3]=1[C:17]([O:19][CH2:20][CH3:21])=[O:18].C(O)C.[S:25]([C:29]1[CH:34]=[CH:33][C:32](B(O)O)=[CH:31][CH:30]=1)(=[O:28])(=[O:27])[NH2:26].C(=O)([O-])[O-].[K+].[K+], predict the reaction product. The product is: [Cl:16][C:13]1[CH:14]=[CH:15][C:10]([C:5]2[S:4][C:3]([C:17]([O:19][CH2:20][CH3:21])=[O:18])=[C:2]([C:32]3[CH:33]=[CH:34][C:29]([S:25](=[O:28])(=[O:27])[NH2:26])=[CH:30][CH:31]=3)[C:6]=2[N:7]([CH3:9])[CH3:8])=[CH:11][CH:12]=1. (4) Given the reactants [C:1]([O:5][CH3:6])(=[O:4])[CH2:2][OH:3].FC(S(O)(=O)=O)(F)F.ClC(Cl)(Cl)C(=N)O[CH2:19][C:20]1[CH:25]=[CH:24][CH:23]=[CH:22][CH:21]=1.C([O-])(O)=O.[Na+], predict the reaction product. The product is: [CH2:19]([CH:2]([OH:3])[C:1]([O:5][CH3:6])=[O:4])[C:20]1[CH:25]=[CH:24][CH:23]=[CH:22][CH:21]=1. (5) Given the reactants Cl[C:2]([S:4]Cl)=[O:3].[Cl:6][C:7]1[CH:8]=[C:9]([CH:26]=[CH:27][C:28]=1[Cl:29])[CH2:10][C:11]1[C:16](=[O:17])[NH:15][C:14]([CH2:18][C:19]([NH2:21])=[O:20])=[N:13][C:12]=1[C:22]([F:25])([F:24])[F:23], predict the reaction product. The product is: [NH2:21][C:19]1[O:20][C:2](=[O:3])[S:4][C:18]=1[C:14]1[NH:15][C:16](=[O:17])[C:11]([CH2:10][C:9]2[CH:26]=[CH:27][C:28]([Cl:29])=[C:7]([Cl:6])[CH:8]=2)=[C:12]([C:22]([F:24])([F:25])[F:23])[N:13]=1. (6) The product is: [Cl:5][C:6]1[CH:11]=[CH:10][C:9]([C:12]2[O:16][C:15]([C:17]([CH3:21])([CH3:20])[CH2:18][NH2:19])=[CH:14][C:13]=2[C:22]2[CH:23]=[CH:24][N:25]=[CH:26][CH:27]=2)=[CH:8][C:7]=1[O:28][CH3:29]. Given the reactants B.CSC.[Cl:5][C:6]1[CH:11]=[CH:10][C:9]([C:12]2[O:16][C:15]([C:17]([CH3:21])([CH3:20])[C:18]#[N:19])=[CH:14][C:13]=2[C:22]2[CH:27]=[CH:26][N:25]=[CH:24][CH:23]=2)=[CH:8][C:7]=1[O:28][CH3:29], predict the reaction product. (7) The product is: [Si:22]([O:29][CH2:30][CH2:31][N:32]1[CH:36]=[CH:35][C:34]([NH:37][C:4]2[C:5]3[N:6]([C:8]([C:11]([NH:13][C:14]4[CH:19]=[CH:18][N:17]=[CH:16][C:15]=4[F:20])=[O:12])=[CH:9][N:10]=3)[N:7]=[C:2]([Cl:1])[CH:3]=2)=[N:33]1)([C:25]([CH3:28])([CH3:26])[CH3:27])([CH3:24])[CH3:23]. Given the reactants [Cl:1][C:2]1[CH:3]=[C:4](Cl)[C:5]2[N:6]([C:8]([C:11]([NH:13][C:14]3[CH:19]=[CH:18][N:17]=[CH:16][C:15]=3[F:20])=[O:12])=[CH:9][N:10]=2)[N:7]=1.[Si:22]([O:29][CH2:30][CH2:31][N:32]1[CH:36]=[CH:35][C:34]([NH2:37])=[N:33]1)([C:25]([CH3:28])([CH3:27])[CH3:26])([CH3:24])[CH3:23].ClC1C=C(NC2C=CN(C(C)C)N=2)C2N(C(C(NC3C=CN=CC=3F)=O)=CN=2)N=1, predict the reaction product. (8) The product is: [Br:1][C:2]1[CH:9]=[C:6]([CH:7]([NH:15][S:12]([CH2:10][CH3:11])(=[O:14])=[O:13])[CH3:16])[CH:5]=[N:4][CH:3]=1. Given the reactants [Br:1][C:2]1[CH:3]=[N:4][CH:5]=[C:6]([CH:9]=1)[CH:7]=O.[CH2:10]([S:12]([NH2:15])(=[O:14])=[O:13])[CH3:11].[CH3:16][Mg]Br.CCOCC, predict the reaction product. (9) Given the reactants C(N(CC)CC)C.[Cl:8][C:9]1[N:10]=[N:11][C:12]([Cl:16])=[CH:13][C:14]=1Cl.[NH:17]1[CH2:22][CH2:21][CH:20]([C:23](=[O:25])[CH3:24])[CH2:19][CH2:18]1, predict the reaction product. The product is: [Cl:8][C:9]1[N:10]=[N:11][C:12]([Cl:16])=[CH:13][C:14]=1[N:17]1[CH2:22][CH2:21][CH:20]([C:23](=[O:25])[CH3:24])[CH2:19][CH2:18]1. (10) Given the reactants Cl[C:2]1[C:3](=[O:24])[N:4]([CH2:16][CH2:17][C:18]2[CH:23]=[CH:22][CH:21]=[CH:20][CH:19]=2)[C:5]([C:9]2[CH:14]=[CH:13][CH:12]=[CH:11][C:10]=2[OH:15])=[N:6][C:7]=1[CH3:8].[CH3:25][C:26]1[CH:27]=[C:28]([Sn](CCCC)(CCCC)CCCC)[CH:29]=[CH:30][CH:31]=1.C([Sn](CCCC)(CCCC)C1C=NC=CN=1)CCC.B(Br)(Br)Br, predict the reaction product. The product is: [OH:15][C:10]1[CH:11]=[CH:12][CH:13]=[CH:14][C:9]=1[C:5]1[N:4]([CH2:16][CH2:17][C:18]2[CH:23]=[CH:22][CH:21]=[CH:20][CH:19]=2)[C:3](=[O:24])[C:2]([C:30]2[CH:29]=[CH:28][CH:27]=[C:26]([CH3:25])[CH:31]=2)=[C:7]([CH3:8])[N:6]=1.